From a dataset of Catalyst prediction with 721,799 reactions and 888 catalyst types from USPTO. Predict which catalyst facilitates the given reaction. (1) Reactant: [CH2:1]([N:5]([CH2:13][C:14](=[O:35])[CH:15]=P(C1C=CC=CC=1)(C1C=CC=CC=1)C1C=CC=CC=1)[C:6](=[O:12])[O:7][C:8]([CH3:11])([CH3:10])[CH3:9])[CH2:2][CH:3]=[CH2:4].[CH2:36]=O. Product: [CH2:1]([N:5]([CH2:13][C:14](=[O:35])[CH:15]=[CH2:36])[C:6](=[O:12])[O:7][C:8]([CH3:9])([CH3:10])[CH3:11])[CH2:2][CH:3]=[CH2:4]. The catalyst class is: 1. (2) Reactant: Cl.[O:2]=[C:3]1[CH2:8][CH2:7][NH:6][CH2:5][CH:4]1[C:9]([O:11][CH3:12])=[O:10].[C:13](O[C:13]([O:15][C:16]([CH3:19])([CH3:18])[CH3:17])=[O:14])([O:15][C:16]([CH3:19])([CH3:18])[CH3:17])=[O:14].C(N(CC)CC)C.[NH4+].[Cl-]. Product: [O:2]=[C:3]1[CH2:8][CH2:7][N:6]([C:13]([O:15][C:16]([CH3:19])([CH3:18])[CH3:17])=[O:14])[CH2:5][CH:4]1[C:9]([O:11][CH3:12])=[O:10]. The catalyst class is: 4. (3) Reactant: C([O:3][C:4]([C:6]1[C:10]([CH3:11])=[CH:9][NH:8][C:7]=1[CH2:12][CH2:13][CH2:14][NH:15][CH2:16][CH2:17][NH:18][CH2:19][CH3:20])=O)C.C[Al](C)C. Product: [CH2:19]([NH:18][CH2:17][CH2:16][N:15]1[CH2:14][CH2:13][CH2:12][C:7]2[NH:8][CH:9]=[C:10]([CH3:11])[C:6]=2[C:4]1=[O:3])[CH3:20]. The catalyst class is: 11. (4) Reactant: [Cl:1][C:2]1[CH:7]=[CH:6][C:5]([C@H:8]2[N:15]3[C:11]([S:12][C:13]([CH2:19]O)=[C:14]3[CH:16]([CH3:18])[CH3:17])=[N:10][C@:9]2([C:22]2[CH:27]=[CH:26][C:25]([Cl:28])=[CH:24][CH:23]=2)[CH3:21])=[CH:4][CH:3]=1.C(N(CC)CC)C.CS(Cl)(=O)=O.[NH:41]1[CH2:46][CH2:45][NH:44][CH2:43][C:42]1=[O:47].C(=O)(O)[O-].[Na+]. Product: [Cl:1][C:2]1[CH:7]=[CH:6][C:5]([C@H:8]2[N:15]3[C:11]([S:12][C:13]([CH2:19][N:44]4[CH2:45][CH2:46][NH:41][C:42](=[O:47])[CH2:43]4)=[C:14]3[CH:16]([CH3:17])[CH3:18])=[N:10][C@:9]2([C:22]2[CH:27]=[CH:26][C:25]([Cl:28])=[CH:24][CH:23]=2)[CH3:21])=[CH:4][CH:3]=1. The catalyst class is: 2.